This data is from Forward reaction prediction with 1.9M reactions from USPTO patents (1976-2016). The task is: Predict the product of the given reaction. (1) Given the reactants C(O[BH-](OC(=O)C)OC(=O)C)(=O)C.[Na+].C(O)(=O)C.[Br:19][C:20]1[C:28]2[C:23](=[CH:24][CH:25]=[C:26]([NH2:29])[CH:27]=2)[NH:22][N:21]=1.[CH2:30]([N:33]1[CH:38]2[CH2:39][CH2:40][CH:34]1[CH2:35][C:36](=O)[CH2:37]2)[CH2:31][CH3:32].N, predict the reaction product. The product is: [Br:19][C:20]1[C:28]2[C:23](=[CH:24][CH:25]=[C:26]([NH:29][CH:36]3[CH2:35][CH:34]4[N:33]([CH2:30][CH2:31][CH3:32])[CH:38]([CH2:39][CH2:40]4)[CH2:37]3)[CH:27]=2)[NH:22][N:21]=1. (2) Given the reactants [Br:1][C:2]1[CH:7]=[CH:6][C:5]([CH:8]([C:10]2[S:11][CH:12]=[CH:13][N:14]=2)O)=[CH:4][C:3]=1[F:15].C(O)(C(F)(F)F)=O.C([SiH](CC)CC)C, predict the reaction product. The product is: [Br:1][C:2]1[CH:7]=[CH:6][C:5]([CH2:8][C:10]2[S:11][CH:12]=[CH:13][N:14]=2)=[CH:4][C:3]=1[F:15]. (3) The product is: [Cl:24][C:25]1[C:26]2[N:27]([CH:35]=[C:36]([CH2:38][N:11]([CH:9]3[C:10]4[N:1]=[CH:2][CH:3]=[CH:4][C:5]=4[CH2:6][CH2:7][CH2:8]3)[CH2:12][CH2:13][CH2:14][CH2:15][NH2:16])[N:37]=2)[CH:28]=[C:29]([C:31]([F:32])([F:33])[F:34])[CH:30]=1. Given the reactants [N:1]1[C:10]2[CH:9]([NH:11][CH2:12][CH2:13][CH2:14][CH2:15][NH:16]C(=O)OC(C)(C)C)[CH2:8][CH2:7][CH2:6][C:5]=2[CH:4]=[CH:3][CH:2]=1.[Cl:24][C:25]1[C:26]2[N:27]([CH:35]=[C:36]([CH:38]=O)[N:37]=2)[CH:28]=[C:29]([C:31]([F:34])([F:33])[F:32])[CH:30]=1, predict the reaction product. (4) Given the reactants [CH:1]1([CH2:4][N:5]2[C:9]3[N:10]=[CH:11][N:12]=[C:13]([NH2:14])[C:8]=3[C:7](I)=[CH:6]2)[CH2:3][CH2:2]1.[C:16]1([C:22]2[CH:31]=[CH:30][C:29]3[C:24](=[CH:25][C:26](B4OC(C)(C)C(C)(C)C4)=[CH:27][CH:28]=3)[N:23]=2)[CH:21]=[CH:20][CH:19]=[CH:18][CH:17]=1.C([O-])([O-])=O.[Na+].[Na+].O, predict the reaction product. The product is: [CH:1]1([CH2:4][N:5]2[C:9]3[N:10]=[CH:11][N:12]=[C:13]([NH2:14])[C:8]=3[C:7]([C:26]3[CH:25]=[C:24]4[C:29]([CH:30]=[CH:31][C:22]([C:16]5[CH:21]=[CH:20][CH:19]=[CH:18][CH:17]=5)=[N:23]4)=[CH:28][CH:27]=3)=[CH:6]2)[CH2:3][CH2:2]1. (5) Given the reactants F[C:2]1[N:28]=[CH:27][CH:26]=[CH:25][C:3]=1[C:4]([NH:6][C:7]1[CH:12]=[C:11]([C:13]([F:16])([F:15])[F:14])[CH:10]=[C:9]([O:17][CH2:18][CH:19]2[CH2:23][CH2:22][CH2:21][N:20]2[CH3:24])[CH:8]=1)=[O:5].[F:29][C:30]1[CH:37]=[CH:36][C:33]([CH2:34][NH2:35])=[CH:32][CH:31]=1, predict the reaction product. The product is: [F:29][C:30]1[CH:37]=[CH:36][C:33]([CH2:34][NH:35][C:2]2[N:28]=[CH:27][CH:26]=[CH:25][C:3]=2[C:4]([NH:6][C:7]2[CH:12]=[C:11]([C:13]([F:15])([F:14])[F:16])[CH:10]=[C:9]([O:17][CH2:18][C@@H:19]3[CH2:23][CH2:22][CH2:21][N:20]3[CH3:24])[CH:8]=2)=[O:5])=[CH:32][CH:31]=1.